From a dataset of Forward reaction prediction with 1.9M reactions from USPTO patents (1976-2016). Predict the product of the given reaction. The product is: [CH:1]1[C:10]2[C:5](=[CH:6][CH:7]=[CH:8][CH:9]=2)[CH:4]=[C:3]([NH:11][C:12](=[O:47])[O:13][CH2:14][C@@H:15]([N:33]([CH3:46])[C:34]([NH:36][CH2:37][C:38]2[CH:43]=[CH:42][CH:41]=[C:40]([F:44])[C:39]=2[Cl:48])=[O:35])[CH2:16][C@@H:17]([OH:32])[CH2:18][O:19][P:20]([OH:27])([OH:22])=[O:21])[N:2]=1. Given the reactants [CH:1]1[C:10]2[C:5](=[CH:6][CH:7]=[CH:8][CH:9]=2)[CH:4]=[C:3]([NH:11][C:12](=[O:47])[O:13][CH2:14][C@@H:15]([N:33]([CH3:46])[C:34]([NH:36][CH2:37][C:38]2[CH:43]=[CH:42][CH:41]=[C:40]([F:44])[C:39]=2F)=[O:35])[CH2:16][C@@H:17]([OH:32])[CH2:18][O:19][P:20]([O:27]C(C)(C)C)([O:22]C(C)(C)C)=[O:21])[N:2]=1.[ClH:48], predict the reaction product.